Dataset: Forward reaction prediction with 1.9M reactions from USPTO patents (1976-2016). Task: Predict the product of the given reaction. (1) Given the reactants Br[C:2]1[CH:12]=[CH:11][C:5]2[S:6](=[O:10])(=[O:9])[CH2:7][CH2:8][C:4]=2[CH:3]=1.[B:13]1([B:13]2[O:17][C:16]([CH3:19])([CH3:18])[C:15]([CH3:21])([CH3:20])[O:14]2)[O:17][C:16]([CH3:19])([CH3:18])[C:15]([CH3:21])([CH3:20])[O:14]1.C([O-])(=O)C.[K+], predict the reaction product. The product is: [O:9]=[S:6]1(=[O:10])[CH2:7][CH2:8][C:4]2[CH:3]=[C:2]([B:13]3[O:17][C:16]([CH3:19])([CH3:18])[C:15]([CH3:21])([CH3:20])[O:14]3)[CH:12]=[CH:11][C:5]1=2. (2) Given the reactants FC(F)(F)C(O)=O.[CH3:8][NH:9][CH2:10][C:11]1[CH:12]=[C:13]([C:17]2[CH:22]=[CH:21][C:20]([CH2:23][CH:24]3[S:28][C:27](=[O:29])[NH:26][C:25]3=[O:30])=[CH:19][CH:18]=2)[CH:14]=[CH:15][CH:16]=1.[CH3:31][N:32]([CH3:42])[C:33]1[CH:41]=[CH:40][C:36]([C:37](Cl)=[O:38])=[CH:35][CH:34]=1, predict the reaction product. The product is: [CH3:31][N:32]([CH3:42])[C:33]1[CH:41]=[CH:40][C:36]([C:37]([N:9]([CH2:10][C:11]2[CH:12]=[C:13]([C:17]3[CH:18]=[CH:19][C:20]([CH2:23][CH:24]4[S:28][C:27](=[O:29])[NH:26][C:25]4=[O:30])=[CH:21][CH:22]=3)[CH:14]=[CH:15][CH:16]=2)[CH3:8])=[O:38])=[CH:35][CH:34]=1. (3) The product is: [F:22][C:20]([F:21])([F:23])[O:19][C:14]1[CH:15]=[CH:16][CH:17]=[CH:18][C:13]=1[C:12]([CH:9]1[CH2:10][CH2:11][N:6]([CH2:5][C:4]([OH:25])=[O:3])[CH2:7][CH2:8]1)=[O:24]. Given the reactants C([O:3][C:4](=[O:25])[CH2:5][N:6]1[CH2:11][CH2:10][CH:9]([C:12](=[O:24])[C:13]2[CH:18]=[CH:17][CH:16]=[CH:15][C:14]=2[O:19][C:20]([F:23])([F:22])[F:21])[CH2:8][CH2:7]1)C.[OH-].[Na+], predict the reaction product. (4) Given the reactants [BH4-].[Na+].[Cl:3][C:4]1[CH:9]=[CH:8][C:7]([C:10]2[N:11]=[C:12]3[CH:17]=[CH:16][C:15]([C:18]4[CH:19]=[C:20]([C:24](=[O:26])[CH3:25])[CH:21]=[CH:22][CH:23]=4)=[CH:14][N:13]3[CH:27]=2)=[CH:6][CH:5]=1, predict the reaction product. The product is: [Cl:3][C:4]1[CH:5]=[CH:6][C:7]([C:10]2[N:11]=[C:12]3[CH:17]=[CH:16][C:15]([C:18]4[CH:19]=[C:20]([CH:24]([OH:26])[CH3:25])[CH:21]=[CH:22][CH:23]=4)=[CH:14][N:13]3[CH:27]=2)=[CH:8][CH:9]=1. (5) The product is: [F:15][C:4]1[CH:3]=[C:2]([C:21]2[CH:22]=[CH:23][CH:24]=[CH:25][C:20]=2[S:17]([CH3:16])(=[O:19])=[O:18])[CH:7]=[CH:6][C:5]=1[C:8]1[CH:9]=[CH:10][C:11]([NH2:14])=[N:12][CH:13]=1. Given the reactants Cl[C:2]1[CH:7]=[CH:6][C:5]([C:8]2[CH:9]=[CH:10][C:11]([NH2:14])=[N:12][CH:13]=2)=[C:4]([F:15])[CH:3]=1.[CH3:16][S:17]([C:20]1[CH:25]=[CH:24][CH:23]=[CH:22][C:21]=1B(O)O)(=[O:19])=[O:18].C1COCC1.[O-]P([O-])([O-])=O.[K+].[K+].[K+], predict the reaction product. (6) Given the reactants [OH:1][C:2]1[CH:7]=[CH:6][C:5]([NH:8][CH:9]=[C:10]2[C:18]3[C:13](=[CH:14][CH:15]=[CH:16][CH:17]=3)[NH:12][C:11]2=[O:19])=[CH:4][CH:3]=1.C(=O)([O-])[O-].[K+].[K+].Br[CH2:27][CH2:28][CH2:29][CH2:30][Cl:31], predict the reaction product. The product is: [Cl:31][CH2:30][CH2:29][CH2:28][CH2:27][O:1][C:2]1[CH:7]=[CH:6][C:5]([NH:8][CH:9]=[C:10]2[C:18]3[C:13](=[CH:14][CH:15]=[CH:16][CH:17]=3)[NH:12][C:11]2=[O:19])=[CH:4][CH:3]=1. (7) Given the reactants [CH3:1][O:2][C:3]1[CH:4]=[C:5]([NH:15][C:16]2[NH:20][C:19]([NH2:21])=[N:18][N:17]=2)[CH:6]=[CH:7][C:8]=1[N:9]1[CH:13]=[C:12]([CH3:14])[N:11]=[CH:10]1.C[N:23](C)/[CH:24]=[C:25](/[C:28](=O)[C:29]1[CH:34]=[CH:33][CH:32]=[CH:31][C:30]=1[O:35][CH3:36])\[C:26]#N, predict the reaction product. The product is: [CH3:1][O:2][C:3]1[CH:4]=[C:5]([NH:15][C:16]2[N:20]=[C:19]3[N:21]=[CH:26][C:25]([C:24]#[N:23])=[C:28]([C:29]4[CH:34]=[CH:33][CH:32]=[CH:31][C:30]=4[O:35][CH3:36])[N:18]3[N:17]=2)[CH:6]=[CH:7][C:8]=1[N:9]1[CH:13]=[C:12]([CH3:14])[N:11]=[CH:10]1. (8) The product is: [C:3]([NH:7][CH2:8][CH2:9][CH2:10][C:11]1[CH:12]=[CH:13][C:14]([C:17]([C:19]2[N:27]3[C:22]([CH:23]=[C:24]([C:28]([OH:30])=[O:29])[CH:25]=[CH:26]3)=[CH:21][C:20]=2[CH2:34][CH3:35])=[O:18])=[CH:15][CH:16]=1)([CH3:5])([CH3:6])[CH3:4]. Given the reactants [OH-].[Na+].[C:3]([NH:7][CH2:8][CH2:9][CH2:10][C:11]1[CH:16]=[CH:15][C:14]([C:17]([C:19]2[N:27]3[C:22]([CH:23]=[C:24]([C:28]([O:30]C(C)C)=[O:29])[CH:25]=[CH:26]3)=[CH:21][C:20]=2[CH2:34][CH3:35])=[O:18])=[CH:13][CH:12]=1)([CH3:6])([CH3:5])[CH3:4].Cl, predict the reaction product. (9) Given the reactants [H-].[Na+].[F:3][C:4]1[CH:9]=[C:8]([CH2:10][OH:11])[CH:7]=[C:6]([F:12])[C:5]=1[C:13]1[CH:14]=[CH:15][CH:16]=[C:17]2[C:22]=1[CH:21]=[C:20]([C:23]([O:25][CH3:26])=[O:24])[CH:19]=[CH:18]2.IC.[CH2:29]1COCC1, predict the reaction product. The product is: [F:3][C:4]1[CH:9]=[C:8]([CH2:10][O:11][CH3:29])[CH:7]=[C:6]([F:12])[C:5]=1[C:13]1[CH:14]=[CH:15][CH:16]=[C:17]2[C:22]=1[CH:21]=[C:20]([C:23]([O:25][CH3:26])=[O:24])[CH:19]=[CH:18]2. (10) Given the reactants [F:1][C:2]1[CH:3]=[C:4]([OH:9])[CH:5]=[C:6]([F:8])[CH:7]=1.[C:10]([O:14][CH3:15])(=[O:13])[C:11]#[CH:12].[F-].C([N+](CCCC)(CCCC)CCCC)CCC.O1CCCC1, predict the reaction product. The product is: [F:1][C:2]1[CH:3]=[C:4]([CH:5]=[C:6]([F:8])[CH:7]=1)[O:9][CH:12]=[CH:11][C:10]([O:14][CH3:15])=[O:13].